From a dataset of Catalyst prediction with 721,799 reactions and 888 catalyst types from USPTO. Predict which catalyst facilitates the given reaction. (1) Reactant: [Cl:1][C:2]1[CH:11]=[CH:10][C:9]2[C:4](=[CH:5][C:6]([F:12])=[CH:7][CH:8]=2)[N:3]=1.[Li]CCCC.CON(C)[C:21](=[O:23])[CH3:22]. Product: [Cl:1][C:2]1[CH:11]=[CH:10][C:9]2[C:4](=[C:5]([C:21](=[O:23])[CH3:22])[C:6]([F:12])=[CH:7][CH:8]=2)[N:3]=1. The catalyst class is: 1. (2) Reactant: [CH2:1]([O:3][C:4](=[O:27])[CH2:5][C:6]1[CH:11]=[CH:10][CH:9]=[C:8]([O:12][C:13]2[CH:18]=[CH:17][C:16]([C:19]([F:22])([F:21])[F:20])=[CH:15][C:14]=2[CH2:23][N:24]=[N+]=[N-])[CH:7]=1)[CH3:2]. Product: [CH2:1]([O:3][C:4](=[O:27])[CH2:5][C:6]1[CH:11]=[CH:10][CH:9]=[C:8]([O:12][C:13]2[CH:18]=[CH:17][C:16]([C:19]([F:20])([F:21])[F:22])=[CH:15][C:14]=2[CH2:23][NH2:24])[CH:7]=1)[CH3:2]. The catalyst class is: 14. (3) Reactant: [Br:1][C:2]1[CH:7]=[CH:6][C:5]([CH2:8][N:9]2[C:14](=[O:15])[C:13]([C:16]([NH:18][CH2:19][C:20]([OH:22])=[O:21])=[O:17])=[C:12]([OH:23])[N:11]=[C:10]2[CH2:24][C:25]2[CH:30]=[CH:29][CH:28]=[CH:27][CH:26]=2)=[CH:4][CH:3]=1.Br[C:32]1C=CC(CN2C(=O)C=C(O)N=C2CC2C=CC=CC=2)=C[CH:33]=1.C(N(C(C)C)CC)(C)C.N(CC(OCC)=O)=C=O. Product: [Br:1][C:2]1[CH:7]=[CH:6][C:5]([CH2:8][N:9]2[C:14](=[O:15])[C:13]([C:16]([NH:18][CH2:19][C:20]([O:22][CH2:32][CH3:33])=[O:21])=[O:17])=[C:12]([OH:23])[N:11]=[C:10]2[CH2:24][C:25]2[CH:26]=[CH:27][CH:28]=[CH:29][CH:30]=2)=[CH:4][CH:3]=1. The catalyst class is: 22. (4) Reactant: [CH3:1][N:2]([CH3:44])[CH2:3][CH2:4][CH2:5][C:6]([N:8]1[CH2:13][CH2:12][CH2:11][C@@H:10]([NH:14][C:15]2[C:23]3[C:18](=[N:19][CH:20]=[CH:21][C:22]=3[O:24][C:25]3[CH:43]=[CH:42][C:28]([C:29]([NH:31][C:32]4[CH:37]=[C:36]([C:38]([F:41])([F:40])[F:39])[CH:35]=[CH:34][N:33]=4)=[O:30])=[CH:27][CH:26]=3)[NH:17][N:16]=2)[CH2:9]1)=[O:7].[ClH:45]. Product: [ClH:45].[CH3:44][N:2]([CH3:1])[CH2:3][CH2:4][CH2:5][C:6]([N:8]1[CH2:13][CH2:12][CH2:11][C@@H:10]([NH:14][C:15]2[C:23]3[C:18](=[N:19][CH:20]=[CH:21][C:22]=3[O:24][C:25]3[CH:26]=[CH:27][C:28]([C:29]([NH:31][C:32]4[CH:37]=[C:36]([C:38]([F:41])([F:40])[F:39])[CH:35]=[CH:34][N:33]=4)=[O:30])=[CH:42][CH:43]=3)[NH:17][N:16]=2)[CH2:9]1)=[O:7]. The catalyst class is: 5. (5) Reactant: C1C2C(=CC=CC=2)C=C(C2C=CC(O)=CC=2)N=1.C1C=CC2N(O)N=NC=2C=1.[CH3:28][C:29]([O:32][C:33]([NH:35][C@H:36]([C:58]([OH:60])=[O:59])[CH2:37][CH2:38][CH2:39][N:40]=[C:41]([NH:50]C(OC(C)(C)C)=O)[NH:42]C(OC(C)(C)C)=O)=[O:34])([CH3:31])[CH3:30].CCN=C=NCCCN(C)C.Cl.C(N(CC)C(C)C)(C)C. Product: [C:33]([NH:35][C@H:36]([C:58]([OH:60])=[O:59])[CH2:37][CH2:38][CH2:39][NH:40][C:41](=[NH:42])[NH2:50])([O:32][C:29]([CH3:30])([CH3:28])[CH3:31])=[O:34]. The catalyst class is: 18. (6) Reactant: [CH2:1]([N:3]1[CH2:8][CH2:7][N:6]([C:9]2[C:18]3[C:13](=[CH:14][CH:15]=[CH:16][CH:17]=3)[CH:12]=[C:11]([C:19]3[CH:24]=[CH:23][C:22]([O:25][C@@H:26]([CH3:48])[CH2:27][O:28]C(C4C=CC=CC=4)(C4C=CC=CC=4)C4C=CC=CC=4)=[CH:21][CH:20]=3)[N:10]=2)[CH2:5][CH2:4]1)[CH3:2].C1C=CC=CC=1.[ClH:55]. Product: [ClH:55].[ClH:55].[CH2:1]([N:3]1[CH2:8][CH2:7][N:6]([C:9]2[C:18]3[C:13](=[CH:14][CH:15]=[CH:16][CH:17]=3)[CH:12]=[C:11]([C:19]3[CH:24]=[CH:23][C:22]([O:25][CH:26]([CH3:48])[CH2:27][OH:28])=[CH:21][CH:20]=3)[N:10]=2)[CH2:5][CH2:4]1)[CH3:2]. The catalyst class is: 5. (7) Reactant: O.[OH-].[Li+].C[O:5][C:6](=[O:38])[CH2:7][C:8]1[C:17]([CH3:18])=[C:16]([C:19]2[CH:24]=[CH:23][C:22]([S:25](=[O:36])(=[O:35])[NH:26][C:27]3[CH:32]=[CH:31][CH:30]=[C:29]([Cl:33])[C:28]=3[CH3:34])=[CH:21][CH:20]=2)[C:15]2[C:10](=[CH:11][CH:12]=[C:13]([F:37])[CH:14]=2)[CH:9]=1.C1COCC1.O. Product: [Cl:33][C:29]1[C:28]([CH3:34])=[C:27]([NH:26][S:25]([C:22]2[CH:21]=[CH:20][C:19]([C:16]3[C:15]4[C:10](=[CH:11][CH:12]=[C:13]([F:37])[CH:14]=4)[CH:9]=[C:8]([CH2:7][C:6]([OH:38])=[O:5])[C:17]=3[CH3:18])=[CH:24][CH:23]=2)(=[O:36])=[O:35])[CH:32]=[CH:31][CH:30]=1. The catalyst class is: 81. (8) Reactant: [Cl:1][C:2]1[CH:7]=[CH:6][C:5]([S:8][CH2:9][CH2:10][C:11]2(Br)[CH2:13][C:12]2(Br)Br)=[CH:4][CH:3]=1.C[Li].O. Product: [Cl:1][C:2]1[CH:3]=[CH:4][C:5]([S:8][CH2:9][CH2:10][C:11]2[CH2:13][CH:12]=2)=[CH:6][CH:7]=1. The catalyst class is: 27. (9) Reactant: [CH3:1][O:2][C:3](=[O:39])[CH2:4][CH2:5][CH2:6]/[CH:7]=[CH:8]\[CH2:9][C@H:10]1[C:14](=[O:15])[CH:13]=[CH:12][C@@H:11]1/[CH:16]=[CH:17]/[CH:18]([O:31][Si:32]([C:35]([CH3:38])([CH3:37])[CH3:36])([CH3:34])[CH3:33])[CH2:19][CH2:20][C:21]1[S:25][C:24]2[CH:26]=[CH:27][CH:28]=[CH:29][C:23]=2[C:22]=1[Cl:30]. Product: [CH3:1][O:2][C:3](=[O:39])[CH2:4][CH2:5][CH2:6]/[CH:7]=[CH:8]\[CH2:9][C@H:10]1[C:14](=[O:15])[CH2:13][CH2:12][C@@H:11]1/[CH:16]=[CH:17]/[CH:18]([O:31][Si:32]([C:35]([CH3:37])([CH3:36])[CH3:38])([CH3:33])[CH3:34])[CH2:19][CH2:20][C:21]1[S:25][C:24]2[CH:26]=[CH:27][CH:28]=[CH:29][C:23]=2[C:22]=1[Cl:30]. The catalyst class is: 11.